Dataset: Forward reaction prediction with 1.9M reactions from USPTO patents (1976-2016). Task: Predict the product of the given reaction. (1) Given the reactants [OH-].[K+].[CH:3]([C:6]1[CH:11]=[CH:10][CH:9]=[CH:8][C:7]=1[OH:12])([CH3:5])[CH3:4].IC.[CH2:15](N(CC)CC)C, predict the reaction product. The product is: [CH:3]([C:6]1[CH:11]=[CH:10][CH:9]=[CH:8][C:7]=1[O:12][CH3:15])([CH3:5])[CH3:4]. (2) Given the reactants C[O:2][C:3]([C:5]1[CH:10]=[CH:9][N:8]=[C:7]2[NH:11][C:12]([C:14]3[CH:19]=[CH:18][CH:17]=[CH:16][CH:15]=3)=[N:13][C:6]=12)=[O:4].O[Li].O.Cl, predict the reaction product. The product is: [C:14]1([C:12]2[NH:11][C:7]3=[N:8][CH:9]=[CH:10][C:5]([C:3]([OH:4])=[O:2])=[C:6]3[N:13]=2)[CH:15]=[CH:16][CH:17]=[CH:18][CH:19]=1. (3) Given the reactants [N:1]1[N:2]([C:6]2[N:11]=[C:10]([NH:12][C:13]([C:15]3[C:19]4[N:20]=[C:21]([NH:24][C@@H:25]5[CH2:30][CH2:29][O:28][CH2:27][C@@H:26]5[NH:31]C(=O)OC(C)(C)C)[N:22]=[CH:23][C:18]=4[S:17][CH:16]=3)=[O:14])[CH:9]=[CH:8][CH:7]=2)[N:3]=[CH:4][CH:5]=1, predict the reaction product. The product is: [N:3]1[N:2]([C:6]2[N:11]=[C:10]([NH:12][C:13]([C:15]3[C:19]4[N:20]=[C:21]([NH:24][C@@H:25]5[CH2:30][CH2:29][O:28][CH2:27][C@@H:26]5[NH2:31])[N:22]=[CH:23][C:18]=4[S:17][CH:16]=3)=[O:14])[CH:9]=[CH:8][CH:7]=2)[N:1]=[CH:5][CH:4]=1. (4) Given the reactants C(OC(=O)[NH:7][CH:8]([CH2:24][N:25]1[CH2:30][CH2:29][O:28][CH2:27][CH2:26]1)[CH2:9][C:10]1[CH:15]=[CH:14][C:13]([O:16][CH2:17][C:18]2[CH:23]=[CH:22][CH:21]=[CH:20][CH:19]=2)=[CH:12][CH:11]=1)(C)(C)C.FC(F)(F)C(O)=O, predict the reaction product. The product is: [CH2:17]([O:16][C:13]1[CH:14]=[CH:15][C:10]([CH2:9][C@H:8]([NH2:7])[CH2:24][N:25]2[CH2:30][CH2:29][O:28][CH2:27][CH2:26]2)=[CH:11][CH:12]=1)[C:18]1[CH:19]=[CH:20][CH:21]=[CH:22][CH:23]=1. (5) Given the reactants [CH2:1]([C:3]1[S:7][C:6]([C:8]2[CH:13]=[CH:12][C:11]([C:14]([F:17])([F:16])[F:15])=[CH:10][CH:9]=2)=[N:5][C:4]=1[CH2:18][CH2:19][O:20][C:21]1[CH:22]=[C:23]2[C:27](=[CH:28][CH:29]=1)[N:26]([CH2:30][C:31]([OH:33])=O)[CH:25]=[CH:24]2)[CH3:2].[CH3:34][S:35]([NH2:38])(=[O:37])=[O:36].C(N(CC)C(C)C)(C)C.Cl.CN(C)CCCN=C=NCC, predict the reaction product. The product is: [CH2:1]([C:3]1[S:7][C:6]([C:8]2[CH:13]=[CH:12][C:11]([C:14]([F:15])([F:16])[F:17])=[CH:10][CH:9]=2)=[N:5][C:4]=1[CH2:18][CH2:19][O:20][C:21]1[CH:22]=[C:23]2[C:27](=[CH:28][CH:29]=1)[N:26]([CH2:30][C:31]([NH:38][S:35]([CH3:34])(=[O:37])=[O:36])=[O:33])[CH:25]=[CH:24]2)[CH3:2]. (6) Given the reactants Cl[C:2]1[N:12]=[C:11]([NH:13][C:14]2[C:19]([O:20][CH3:21])=[CH:18][C:17]([N:22]3[CH2:27][CH2:26][N:25]([C:28]([O:30][C:31]([CH3:34])([CH3:33])[CH3:32])=[O:29])[CH2:24][CH2:23]3)=[C:16]([CH3:35])[CH:15]=2)[C:5]2[C:6](=[O:10])[NH:7][N:8]=[CH:9][C:4]=2[CH:3]=1.[Br-].[Cl:37][C:38]1[CH:45]=[CH:44][CH:43]=[C:42]([Cl:46])[C:39]=1[CH2:40][Zn+], predict the reaction product. The product is: [Cl:37][C:38]1[CH:45]=[CH:44][CH:43]=[C:42]([Cl:46])[C:39]=1[CH2:40][C:2]1[N:12]=[C:11]([NH:13][C:14]2[C:19]([O:20][CH3:21])=[CH:18][C:17]([N:22]3[CH2:27][CH2:26][N:25]([C:28]([O:30][C:31]([CH3:32])([CH3:33])[CH3:34])=[O:29])[CH2:24][CH2:23]3)=[C:16]([CH3:35])[CH:15]=2)[C:5]2[C:6](=[O:10])[NH:7][N:8]=[CH:9][C:4]=2[CH:3]=1. (7) Given the reactants [NH2:1][C:2]1[CH:6]=CNN=1.CO[C:9](=[O:18])[C:10]1[CH:15]=[CH:14][CH:13]=[CH:12][C:11]=1[CH2:16][CH3:17], predict the reaction product. The product is: [CH2:16]([C:11]1[CH:12]=[CH:13][CH:14]=[CH:15][C:10]=1[C:9](=[O:18])[CH2:6][C:2]#[N:1])[CH3:17].